From a dataset of Full USPTO retrosynthesis dataset with 1.9M reactions from patents (1976-2016). Predict the reactants needed to synthesize the given product. Given the product [Br:14][C:2]1[N:7]=[C:6]2[N:8]=[C:9]([CH2:11][CH3:12])[NH:10][C:5]2=[C:4]([CH3:13])[CH:3]=1, predict the reactants needed to synthesize it. The reactants are: Cl[C:2]1[N:7]=[C:6]2[N:8]=[C:9]([CH2:11][CH3:12])[NH:10][C:5]2=[C:4]([CH3:13])[CH:3]=1.[BrH:14].CC(O)=O.[NH4+].[OH-].Br.